Dataset: Reaction yield outcomes from USPTO patents with 853,638 reactions. Task: Predict the reaction yield, written as a fraction of the theoretical maximum amount of product (1.0 means a 100% yield; for example, 0.34 means a 34% yield). (1) The reactants are Cl[C:2]1[C:11]2[C:6](=[CH:7][C:8]([O:14][CH2:15][CH2:16][CH2:17][N:18]3[CH2:23][CH2:22][S:21](=[O:25])(=[O:24])[CH2:20][CH2:19]3)=[C:9]([C:12]#[N:13])[CH:10]=2)[N:5]=[CH:4][CH:3]=1.[CH3:26][C:27]1[NH:28][C:29]2[C:34]([C:35]=1[CH3:36])=[CH:33][C:32]([OH:37])=[CH:31][CH:30]=2. No catalyst specified. The product is [C:12]([C:9]1[CH:10]=[C:11]2[C:6](=[CH:7][C:8]=1[O:14][CH2:15][CH2:16][CH2:17][N:18]1[CH2:23][CH2:22][S:21](=[O:25])(=[O:24])[CH2:20][CH2:19]1)[N:5]=[CH:4][CH:3]=[C:2]2[O:37][C:32]1[CH:33]=[C:34]2[C:29](=[CH:30][CH:31]=1)[NH:28][C:27]([CH3:26])=[C:35]2[CH3:36])#[N:13]. The yield is 0.640. (2) The reactants are C[O:2][C:3](=[O:13])[C:4]1[CH:9]=[C:8]([I:10])[CH:7]=[C:6]([C:11]#[N:12])[CH:5]=1.[Li+].[OH-].CO. The catalyst is O1CCCC1. The product is [C:11]([C:6]1[CH:5]=[C:4]([CH:9]=[C:8]([I:10])[CH:7]=1)[C:3]([OH:13])=[O:2])#[N:12]. The yield is 0.940. (3) The reactants are [F:1][C:2]([F:28])([F:27])[O:3][C:4]1[CH:9]=[CH:8][C:7]([N:10]2[CH:14]=[N:13][C:12]([C:15]3[CH:20]=[CH:19][C:18](/[C:21](/[CH3:26])=[CH:22]/[C:23]([OH:25])=O)=[CH:17][CH:16]=3)=[N:11]2)=[CH:6][CH:5]=1.C(N(CC)CC)C.P([N:52]=[N+:53]=[N-:54])(=O)(OC1C=CC=CC=1)OC1C=CC=CC=1. The catalyst is C(O)(C)C. The product is [F:1][C:2]([F:28])([F:27])[O:3][C:4]1[CH:5]=[CH:6][C:7]([N:10]2[CH:14]=[N:13][C:12]([C:15]3[CH:20]=[CH:19][C:18](/[C:21](/[CH3:26])=[CH:22]/[C:23]([N:52]=[N+:53]=[N-:54])=[O:25])=[CH:17][CH:16]=3)=[N:11]2)=[CH:8][CH:9]=1. The yield is 0.800. (4) The reactants are C(OC([N:8]1[C:16]2[CH2:15][CH2:14][N:13]([CH:17]([C:30]3[CH:35]=[CH:34][CH:33]=[CH:32][C:31]=3[Cl:36])[CH2:18][CH2:19][CH2:20][CH2:21][C:22]([C:25]([O:27][CH2:28][CH3:29])=[O:26])([CH3:24])[CH3:23])[CH2:12][C:11]=2[CH:10]=[CH:9]1)=O)(C)(C)C.FC(F)(F)C(O)=O. The catalyst is ClCCl. The product is [CH2:28]([O:27][C:25](=[O:26])[C:22]([CH3:24])([CH3:23])[CH2:21][CH2:20][CH2:19][CH2:18][CH:17]([C:30]1[CH:35]=[CH:34][CH:33]=[CH:32][C:31]=1[Cl:36])[N:13]1[CH2:14][CH2:15][C:16]2[NH:8][CH:9]=[CH:10][C:11]=2[CH2:12]1)[CH3:29]. The yield is 0.412. (5) The reactants are [N:1]1([C:8]2[N:13]=[C:12]([CH:14]3[CH2:16][CH2:15]3)C=[C:10]([N:17]3[CH2:20][CH:19](OS(C)(=O)=O)[CH2:18]3)[C:9]=2[CH3:26])[CH2:7][CH2:6][CH2:5][CH2:4][CH2:3][CH2:2]1.[Br-:27].[Na+].C[N:30](C)C=O. No catalyst specified. The product is [Br:27][CH:19]1[CH2:20][N:17]([C:10]2[N:30]=[C:12]([CH:14]3[CH2:16][CH2:15]3)[N:13]=[C:8]([N:1]3[CH2:7][CH2:6][CH2:5][CH2:4][CH2:3][CH2:2]3)[C:9]=2[CH3:26])[CH2:18]1. The yield is 0.300. (6) The reactants are Cl[C:2]1[N:7]=[N:6][C:5]([NH2:8])=[CH:4][CH:3]=1.[F:9][C:10]1[CH:15]=[CH:14][C:13](B(O)O)=[CH:12][CH:11]=1.C([O-])([O-])=O.[Na+].[Na+]. The catalyst is CC(O)C.O.Cl[Pd](Cl)([P](C1C=CC=CC=1)(C1C=CC=CC=1)C1C=CC=CC=1)[P](C1C=CC=CC=1)(C1C=CC=CC=1)C1C=CC=CC=1. The product is [F:9][C:10]1[CH:15]=[CH:14][CH:13]=[CH:12][C:11]=1[C:2]1[N:7]=[N:6][C:5]([NH2:8])=[CH:4][CH:3]=1. The yield is 0.870.